Dataset: Catalyst prediction with 721,799 reactions and 888 catalyst types from USPTO. Task: Predict which catalyst facilitates the given reaction. Reactant: [Br:1][C:2]1[CH:7]=[CH:6][C:5]([CH:8]2[CH2:10][CH:9]2[CH2:11][C:12]([NH:14][NH:15][C:16]([NH:18][CH2:19][CH3:20])=[O:17])=O)=[CH:4][CH:3]=1.[OH-].[K+]. Product: [Br:1][C:2]1[CH:7]=[CH:6][C:5]([CH:8]2[CH2:10][CH:9]2[CH2:11][C:12]2[N:18]([CH2:19][CH3:20])[C:16](=[O:17])[NH:15][N:14]=2)=[CH:4][CH:3]=1. The catalyst class is: 5.